Dataset: Catalyst prediction with 721,799 reactions and 888 catalyst types from USPTO. Task: Predict which catalyst facilitates the given reaction. (1) Reactant: [Li+].[Cl-].[CH3:3][O:4][C:5]1[CH:14]=[C:13]2[C:8]([CH:9]=[CH:10][C:11](OS(C(F)(F)F)(=O)=O)=[CH:12]2)=[CH:7][CH:6]=1.[CH2:23]([Sn](CCCC)(CCCC)C=C)[CH2:24]CC. Product: [CH3:3][O:4][C:5]1[CH:6]=[CH:7][C:8]2[C:13](=[CH:12][C:11]([CH:23]=[CH2:24])=[CH:10][CH:9]=2)[CH:14]=1. The catalyst class is: 235. (2) Reactant: [Cl:1][C:2]1[CH:3]=[C:4]([CH:36]=[CH:37][CH:38]=1)[NH:5][C:6]1[N:11]=[C:10]([C:12]2[N:13]=[CH:14][N:15](C(C3C=CC=CC=3)(C3C=CC=CC=3)C3C=CC=CC=3)[CH:16]=2)[CH:9]=[CH:8][N:7]=1. Product: [Cl:1][C:2]1[CH:3]=[C:4]([CH:36]=[CH:37][CH:38]=1)[NH:5][C:6]1[N:11]=[C:10]([C:12]2[NH:13][CH:14]=[N:15][CH:16]=2)[CH:9]=[CH:8][N:7]=1. The catalyst class is: 240.